From a dataset of Blood-brain barrier permeability classification from the B3DB database. Regression/Classification. Given a drug SMILES string, predict its absorption, distribution, metabolism, or excretion properties. Task type varies by dataset: regression for continuous measurements (e.g., permeability, clearance, half-life) or binary classification for categorical outcomes (e.g., BBB penetration, CYP inhibition). Dataset: b3db_classification. (1) The drug is COC1C(OC(C)=O)CC(=O)OC(C)CC=CC=CC(O)C(C)CC(CC=O)C1OC1OC(C)C(OC2CC(C)(O)C(OC(=O)CC(C)C)C(C)O2)C(N(C)C)C1O. The result is 0 (does not penetrate BBB). (2) The drug is CCC(=O)C(c1ccccc1)(c1ccccc1)C(C)CN(C)C. The result is 1 (penetrates BBB). (3) The molecule is CN1CCN(C(=O)Cc2ccc(Cl)c(Cl)c2)C(CN2CCCC2)C1. The result is 1 (penetrates BBB). (4) The molecule is S=C1NCC[C@H](COc2ccccc2)O1. The result is 1 (penetrates BBB). (5) The molecule is Cc1ccsc1C(=CCCN1CCCC(C(=O)O)C1)c1sccc1C. The result is 1 (penetrates BBB). (6) The compound is CC(=O)OCC(=O)C1(O)C(C)CC2C3CCC4=CC(=O)C=CC4(C)C3(F)C(O)CC21C. The result is 1 (penetrates BBB).